The task is: Predict the reaction yield, written as a fraction of the theoretical maximum amount of product (1.0 means a 100% yield; for example, 0.34 means a 34% yield).. This data is from Reaction yield outcomes from USPTO patents with 853,638 reactions. (1) The reactants are [F:1][C:2]1[CH:7]=[CH:6][C:5]([C:8]2[O:9][C:10]3[CH:20]=[CH:19][C:18]([C:21]4[CH:22]=[C:23]([CH:27]=[CH:28][C:29]=4[O:30][CH3:31])[C:24]([OH:26])=O)=[CH:17][C:11]=3[C:12]=2[C:13](=[O:16])[NH:14][CH3:15])=[CH:4][CH:3]=1.[CH3:32][CH:33]([CH3:36])[CH2:34][NH2:35].C(N(C(C)C)C(C)C)C.CN(C(ON1N=NC2C=CC=NC1=2)=[N+](C)C)C.F[P-](F)(F)(F)(F)F. The catalyst is C(OCC)(=O)C.CN(C=O)C. The product is [F:1][C:2]1[CH:7]=[CH:6][C:5]([C:8]2[O:9][C:10]3[CH:20]=[CH:19][C:18]([C:21]4[CH:22]=[C:23]([C:24](=[O:26])[NH:35][CH2:34][CH:33]([CH3:36])[CH3:32])[CH:27]=[CH:28][C:29]=4[O:30][CH3:31])=[CH:17][C:11]=3[C:12]=2[C:13]([NH:14][CH3:15])=[O:16])=[CH:4][CH:3]=1. The yield is 0.600. (2) The reactants are [CH:1]12[CH2:6][CH:5]1[CH2:4][N:3]([C:7]1[N:12]=[C:11]([NH:13][CH2:14][C:15]3[CH:20]=[CH:19][C:18]([O:21][CH3:22])=[C:17]([Cl:23])[CH:16]=3)[C:10]([C:24]([OH:26])=O)=[CH:9][N:8]=1)[CH2:2]2.[CH3:27][C:28]1[N:29]=[CH:30][C:31]([CH2:34][NH2:35])=[N:32][CH:33]=1.C(N(CC)CC)C.CN(C(ON1N=NC2C=CC=NC1=2)=[N+](C)C)C.F[P-](F)(F)(F)(F)F. The catalyst is C1COCC1. The product is [CH:1]12[CH2:6][CH:5]1[CH2:4][N:3]([C:7]1[N:12]=[C:11]([NH:13][CH2:14][C:15]3[CH:20]=[CH:19][C:18]([O:21][CH3:22])=[C:17]([Cl:23])[CH:16]=3)[C:10]([C:24]([NH:35][CH2:34][C:31]3[CH:30]=[N:29][C:28]([CH3:27])=[CH:33][N:32]=3)=[O:26])=[CH:9][N:8]=1)[CH2:2]2. The yield is 0.400. (3) The reactants are [CH3:1][C:2]1[NH:3][C:4]([CH:7]=O)=[CH:5][N:6]=1.[F:9][C:10]1[CH:11]=[C:12]2[C:16](=[CH:17][CH:18]=1)[NH:15][C:14](=[O:19])[CH2:13]2.N1CCCCC1. The product is [F:9][C:10]1[CH:11]=[C:12]2[C:16](=[CH:17][CH:18]=1)[NH:15][C:14](=[O:19])/[C:13]/2=[CH:7]\[C:4]1[NH:3][C:2]([CH3:1])=[N:6][CH:5]=1. The yield is 0.350. The catalyst is C(O)C. (4) The reactants are [C:1]([C:5]1[CH:6]=[C:7]([NH:17][C:18]([NH:20][C@@H:21]2[C:30]3[C:25](=[CH:26][CH:27]=[CH:28][CH:29]=3)[C@H:24]([O:31][C:32]3[CH:33]=[CH:34][C:35]4[N:36]([C:38]([CH2:41][N:42]5[CH2:47][CH2:46][N:45]([CH3:48])[CH:44]([CH2:49][O:50][Si](C(C)C)(C(C)C)C(C)C)[CH2:43]5)=[N:39][N:40]=4)[CH:37]=3)[CH2:23][CH2:22]2)=[O:19])[N:8]([C:10]2[CH:15]=[CH:14][C:13]([CH3:16])=[CH:12][CH:11]=2)[N:9]=1)([CH3:4])([CH3:3])[CH3:2].CCCC[N+](CCCC)(CCCC)CCCC.[F-]. The catalyst is C1COCC1.O. The product is [C:1]([C:5]1[CH:6]=[C:7]([NH:17][C:18]([NH:20][C@@H:21]2[C:30]3[C:25](=[CH:26][CH:27]=[CH:28][CH:29]=3)[C@H:24]([O:31][C:32]3[CH:33]=[CH:34][C:35]4[N:36]([C:38]([CH2:41][N:42]5[CH2:47][CH2:46][N:45]([CH3:48])[CH:44]([CH2:49][OH:50])[CH2:43]5)=[N:39][N:40]=4)[CH:37]=3)[CH2:23][CH2:22]2)=[O:19])[N:8]([C:10]2[CH:11]=[CH:12][C:13]([CH3:16])=[CH:14][CH:15]=2)[N:9]=1)([CH3:4])([CH3:2])[CH3:3]. The yield is 0.510. (5) The reactants are Cl.C[O:3][C:4]1(OC)[C:12]2[C:7](=[CH:8][CH:9]=[C:10]([S:13][CH2:14][CH2:15][C:16]3[CH:26]=[CH:25][C:19]([C:20]([O:22][CH2:23][CH3:24])=[O:21])=[CH:18][CH:17]=3)[CH:11]=2)[N:6]([CH2:27][CH2:28][CH2:29][CH2:30][CH3:31])[C:5]1=[O:32].O.C(OCC)(=O)C. The catalyst is CC(C)=O. The product is [O:32]=[C:5]1[C:4](=[O:3])[C:12]2[C:7](=[CH:8][CH:9]=[C:10]([S:13][CH2:14][CH2:15][C:16]3[CH:26]=[CH:25][C:19]([C:20]([O:22][CH2:23][CH3:24])=[O:21])=[CH:18][CH:17]=3)[CH:11]=2)[N:6]1[CH2:27][CH2:28][CH2:29][CH2:30][CH3:31]. The yield is 0.710.